The task is: Predict the reactants needed to synthesize the given product.. This data is from Full USPTO retrosynthesis dataset with 1.9M reactions from patents (1976-2016). Given the product [CH3:19][N:15]1[CH2:16][CH2:17][CH2:18][N:12]([C:10]2[C:9]3[C:4](=[CH:5][CH:6]=[CH:7][CH:8]=3)[N:3]=[C:2]([NH:21][C@H:22]3[CH2:26][CH2:25][N:24]([C:27](=[O:40])[CH2:28][C:29]4[CH:30]=[CH:31][C:32]([O:35][C:36]([F:37])([F:38])[F:39])=[CH:33][CH:34]=4)[CH2:23]3)[N:11]=2)[CH2:13][CH2:14]1, predict the reactants needed to synthesize it. The reactants are: Cl[C:2]1[N:11]=[C:10]([N:12]2[CH2:18][CH2:17][CH2:16][N:15]([CH3:19])[CH2:14][CH2:13]2)[C:9]2[C:4](=[CH:5][CH:6]=[CH:7][CH:8]=2)[N:3]=1.Cl.[NH2:21][C@H:22]1[CH2:26][CH2:25][N:24]([C:27](=[O:40])[CH2:28][C:29]2[CH:34]=[CH:33][C:32]([O:35][C:36]([F:39])([F:38])[F:37])=[CH:31][CH:30]=2)[CH2:23]1.O1CCOCC1.CC(C)([O-])C.[Na+].